Dataset: Forward reaction prediction with 1.9M reactions from USPTO patents (1976-2016). Task: Predict the product of the given reaction. (1) The product is: [C:1]([O:5][C:6](=[O:23])[NH:7][C:8]1[CH:13]=[CH:12][C:11]([C:14]2[CH:19]=[CH:18][C:17]([F:20])=[CH:16][C:15]=2[F:21])=[CH:10][C:9]=1[NH:22][C:27](=[O:26])[CH2:28][C:29](=[O:41])[C:30]1[CH:35]=[CH:34][CH:33]=[C:32]([N:36]2[CH:40]=[CH:39][N:38]=[N:37]2)[CH:31]=1)([CH3:4])([CH3:2])[CH3:3]. Given the reactants [C:1]([O:5][C:6](=[O:23])[NH:7][C:8]1[CH:13]=[CH:12][C:11]([C:14]2[CH:19]=[CH:18][C:17]([F:20])=[CH:16][C:15]=2[F:21])=[CH:10][C:9]=1[NH2:22])([CH3:4])([CH3:3])[CH3:2].C([O:26][C:27](=O)[CH2:28][C:29](=[O:41])[C:30]1[CH:35]=[CH:34][CH:33]=[C:32]([N:36]2[CH:40]=[CH:39][N:38]=[N:37]2)[CH:31]=1)C, predict the reaction product. (2) Given the reactants C[O:2][C:3](=O)[C:4]1[C:9]([N:10]2[C:14](=[O:15])[N:13]([CH3:16])[N:12]=[N:11]2)=[CH:8][CH:7]=[C:6]([F:17])[C:5]=1[CH3:18].C([BH-](CC)CC)C.[Li+].O.Cl, predict the reaction product. The product is: [OH:2][CH2:3][C:4]1[C:5]([CH3:18])=[C:6]([F:17])[CH:7]=[CH:8][C:9]=1[N:10]1[C:14](=[O:15])[N:13]([CH3:16])[N:12]=[N:11]1.